This data is from Reaction yield outcomes from USPTO patents with 853,638 reactions. The task is: Predict the reaction yield, written as a fraction of the theoretical maximum amount of product (1.0 means a 100% yield; for example, 0.34 means a 34% yield). (1) The reactants are Cl[CH2:2][CH2:3][N:4]([CH3:6])[CH3:5].[H-].[Na+].[OH:9][CH2:10][C@@H:11]1[CH2:20][C:19]2[C:14](=[CH:15][CH:16]=[CH:17][CH:18]=2)[CH2:13][N:12]1[C:21](=[O:23])[CH3:22].[NH4+].[Cl-]. The catalyst is CN(C=O)C.CCCC[N+](CCCC)(CCCC)CCCC.[I-].CCOC(C)=O. The product is [CH3:5][N:4]([CH3:6])[CH2:3][CH2:2][O:9][CH2:10][C@@H:11]1[CH2:20][C:19]2[C:14](=[CH:15][CH:16]=[CH:17][CH:18]=2)[CH2:13][N:12]1[C:21](=[O:23])[CH3:22]. The yield is 0.540. (2) The reactants are [Br:1][C:2]1[N:7]=[CH:6][C:5]([OH:8])=[CH:4][N:3]=1.CC1C=CC(S(O[CH2:20][CH2:21][CH2:22][NH:23][C:24]([O:26][CH2:27][C:28]2[CH:33]=[CH:32][CH:31]=[CH:30][CH:29]=2)=[O:25])(=O)=O)=CC=1.C(=O)([O-])[O-].[K+].[K+]. The catalyst is CN(C)C=O. The product is [Br:1][C:2]1[N:7]=[CH:6][C:5]([O:8][CH2:20][CH2:21][CH2:22][NH:23][C:24](=[O:25])[O:26][CH2:27][C:28]2[CH:33]=[CH:32][CH:31]=[CH:30][CH:29]=2)=[CH:4][N:3]=1. The yield is 0.230. (3) The reactants are [H-].[Na+].CN(C)C=O.[CH:8]([O:10][C:11]([CH3:46])([CH3:45])[CH2:12][O:13][C:14]1[CH:15]=[C:16](F)[CH:17]=[C:18]2[C:23]=1[N:22]=[C:21]([C:24]1N3C=C([C@@H](N4CC[C@H](N)C4)C(F)(F)F)C=CC3=NN=1)[CH:20]=[CH:19]2)=O.IC. The catalyst is O. The product is [CH3:8][O:10][C:11]([CH3:46])([CH3:45])[CH2:12][O:13][C:14]1[CH:15]=[CH:16][CH:17]=[C:18]2[C:23]=1[N:22]=[C:21]([CH3:24])[CH:20]=[CH:19]2. The yield is 0.730. (4) The reactants are [Br:1]N1C(=O)CCC1=O.O1CCOCC1.O.C([O:18][C:19]([C:21]1[N:30]=[C:29]([NH:31][CH2:32][C:33]2[CH:38]=[CH:37][CH:36]=[CH:35][N:34]=2)[C:28]2[C:23](=[CH:24][CH:25]=[CH:26][C:27]=2[C:39]2[CH:44]=[CH:43][CH:42]=[CH:41][CH:40]=2)[N:22]=1)=[CH2:20])C. The catalyst is O. The product is [Br:1][CH2:18][C:19]([C:21]1[N:30]=[C:29]([NH:31][CH2:32][C:33]2[CH:38]=[CH:37][CH:36]=[CH:35][N:34]=2)[C:28]2[C:23](=[CH:24][CH:25]=[CH:26][C:27]=2[C:39]2[CH:44]=[CH:43][CH:42]=[CH:41][CH:40]=2)[N:22]=1)=[O:20]. The yield is 0.690. (5) The reactants are [CH3:1][C:2]1[CH:7]=[CH:6][CH:5]=[C:4]([CH3:8])[C:3]=1[C:9]1[CH:10]=[C:11]2[C:15](=[CH:16][CH:17]=1)[C@@H:14]([OH:18])[CH2:13][CH2:12]2.[CH3:19][O:20][C:21](=[O:33])[CH2:22][C@H:23]1[C:27]2[CH:28]=[CH:29][C:30](O)=[CH:31][C:26]=2[O:25][CH2:24]1. No catalyst specified. The product is [CH3:19][O:20][C:21](=[O:33])[CH2:22][C@H:23]1[C:27]2[CH:28]=[CH:29][C:30]([O:18][C@H:14]3[C:15]4[C:11](=[CH:10][C:9]([C:3]5[C:4]([CH3:8])=[CH:5][CH:6]=[CH:7][C:2]=5[CH3:1])=[CH:17][CH:16]=4)[CH2:12][CH2:13]3)=[CH:31][C:26]=2[O:25][CH2:24]1. The yield is 0.420.